Dataset: Full USPTO retrosynthesis dataset with 1.9M reactions from patents (1976-2016). Task: Predict the reactants needed to synthesize the given product. (1) Given the product [CH2:1]([O:8][C:9]1[CH:10]=[CH:11][C:12]([C:13]([O:15][C:16]2[CH:21]=[CH:20][C:19]([CH2:22][N:23]([CH2:45][C:46]([OH:48])=[O:47])[C:24](=[O:44])[C:25]3[CH:30]=[CH:29][C:28]([NH:31][C:32](=[O:43])[CH2:33][C:34]4[CH:39]=[CH:38][C:37]([CH3:40])=[C:36]([O:41][CH3:42])[CH:35]=4)=[CH:27][CH:26]=3)=[CH:18][CH:17]=2)=[O:14])=[CH:53][CH:54]=1)[CH2:2][CH2:3][CH2:4][CH2:5][CH2:6][CH3:7], predict the reactants needed to synthesize it. The reactants are: [CH2:1]([O:8][C:9]1[CH:54]=[CH:53][C:12]([C:13]([O:15][C:16]2[CH:21]=[CH:20][C:19]([CH2:22][N:23]([CH2:45][C:46]([O:48]C(C)(C)C)=[O:47])[C:24](=[O:44])[C:25]3[CH:30]=[CH:29][C:28]([NH:31][C:32](=[O:43])[CH2:33][C:34]4[CH:39]=[CH:38][C:37]([CH3:40])=[C:36]([O:41][CH3:42])[CH:35]=4)=[CH:27][CH:26]=3)=[CH:18][CH:17]=2)=[O:14])=[CH:11][CH:10]=1)[CH2:2][CH2:3][CH2:4][CH2:5][CH2:6][CH3:7].C(O)(C(F)(F)F)=O. (2) Given the product [CH3:1][N:2]([C:4]([C:6]1[NH:7][CH:8]=[CH:9][CH:10]=1)=[O:5])[NH:3][C:26](=[O:27])[C:25]1[CH:29]=[CH:30][C:22]([I:21])=[CH:23][CH:24]=1, predict the reactants needed to synthesize it. The reactants are: [CH3:1][N:2]([C:4]([C:6]1[NH:7][CH:8]=[CH:9][CH:10]=1)=[O:5])[NH2:3].C1C=CC2N(O)N=NC=2C=1.[I:21][C:22]1[CH:30]=[CH:29][C:25]([C:26](O)=[O:27])=[CH:24][CH:23]=1.CCN(C(C)C)C(C)C. (3) The reactants are: [F:1][C:2]([F:15])([F:14])[S:3]([N-:6][S:7]([C:10]([F:13])([F:12])[F:11])(=[O:9])=[O:8])(=[O:5])=[O:4].[Li+].[CH:17]1[C:30]2[C:21](=[CH:22][C:23]3[C:28]([CH:29]=2)=[CH:27][CH:26]=[CH:25][CH:24]=3)[CH:20]=[CH:19][CH:18]=1.[NH+:31]1[CH:35]=[CH:34][NH:33][CH:32]=1. Given the product [F:13][C:10]([F:11])([F:12])[S:7]([N-:6][S:3]([C:2]([F:1])([F:14])[F:15])(=[O:4])=[O:5])(=[O:8])=[O:9].[CH:20]1[C:21]2[C:30](=[CH:29][C:28]3[C:23]([C:22]=2[N:31]2[CH:35]=[CH:34][NH+:33]([CH2:26][CH2:25][CH2:24][CH2:23][CH2:22][CH2:21][CH2:20][CH2:19][CH2:18][CH2:17][CH2:30][CH3:29])[CH2:32]2)=[CH:24][CH:25]=[CH:26][CH:27]=3)[CH:17]=[CH:18][CH:19]=1, predict the reactants needed to synthesize it. (4) Given the product [OH:37][CH2:36][C:17]1[C:18]([N:22]2[C:34](=[O:35])[C:33]3[S:32][C:31]4[CH2:30][CH2:29][CH2:28][CH2:27][C:26]=4[C:25]=3[CH:24]=[N:23]2)=[N:19][CH:20]=[CH:21][C:16]=1[C:4]1[CH:5]=[C:6]([NH:9][C:10]2[CH:15]=[N:14][CH:13]=[CH:12][N:11]=2)[C:7](=[O:8])[N:2]([CH3:1])[CH:3]=1, predict the reactants needed to synthesize it. The reactants are: [CH3:1][N:2]1[C:7](=[O:8])[C:6]([NH:9][C:10]2[CH:15]=[N:14][CH:13]=[CH:12][N:11]=2)=[CH:5][C:4]([C:16]2[CH:21]=[CH:20][N:19]=[C:18]([N:22]3[C:34](=[O:35])[C:33]4[S:32][C:31]5[CH2:30][CH2:29][CH2:28][CH2:27][C:26]=5[C:25]=4[CH:24]=[N:23]3)[C:17]=2[CH:36]=[O:37])=[CH:3]1.[BH4-].[Na+]. (5) Given the product [Cl:32][C:33]1[CH:38]=[CH:37][C:36]([C@H:39]([NH:40][C:3]([C:2]2[CH:5]=[C:23]3[C:17](=[CH:18][CH:19]=2)[CH:30]=[N:28][C:29]([NH:6][CH:7]2[CH2:12][CH2:11][O:10][CH2:9][CH2:8]2)=[CH:25]3)=[O:4])[C:41]2[CH:42]=[N:43][N:44]([CH3:46])[CH:45]=2)=[CH:35][C:34]=1[F:47], predict the reactants needed to synthesize it. The reactants are: N[C@@H:2]([CH3:5])[CH2:3][OH:4].[NH2:6][CH:7]1[CH2:12][CH2:11][O:10][CH2:9][CH2:8]1.Cl.FC1C=[C:17]([C@@H:23]([C:25]2C=N[N:28]([CH3:30])[CH:29]=2)N)[CH:18]=[CH:19]C=1OC.Cl.[Cl:32][C:33]1[CH:38]=[CH:37][C:36]([C@@H:39]([C:41]2[CH:42]=[N:43][N:44]([CH3:46])[CH:45]=2)[NH2:40])=[CH:35][C:34]=1[F:47].